The task is: Regression. Given a peptide amino acid sequence and an MHC pseudo amino acid sequence, predict their binding affinity value. This is MHC class I binding data.. This data is from Peptide-MHC class I binding affinity with 185,985 pairs from IEDB/IMGT. The peptide sequence is LVQIENLEY. The MHC is HLA-A30:02 with pseudo-sequence HLA-A30:02. The binding affinity (normalized) is 0.352.